Dataset: Reaction yield outcomes from USPTO patents with 853,638 reactions. Task: Predict the reaction yield, written as a fraction of the theoretical maximum amount of product (1.0 means a 100% yield; for example, 0.34 means a 34% yield). (1) The reactants are [Cl:1][C:2]1[CH:7]=[CH:6][C:5](Cl)=[CH:4][C:3]=1[S:9]([NH:12][CH2:13][C:14]1[CH:15]=[C:16]([C:20]2[CH:21]=[C:22]3[C:26](=[C:27]([C:29]([NH2:31])=[O:30])[CH:28]=2)[NH:25][CH:24]=[C:23]3[CH:32]2[CH2:37][CH2:36][N:35]([S:38]([CH2:41][CH3:42])(=[O:40])=[O:39])[CH2:34][CH2:33]2)[CH:17]=[CH:18][CH:19]=1)(=[O:11])=[O:10].ClC1C=CC(Cl)=CC=1S(Cl)(=O)=O. No catalyst specified. The product is [Cl:1][C:2]1[CH:7]=[CH:6][CH:5]=[CH:4][C:3]=1[S:9]([NH:12][CH2:13][C:14]1[CH:15]=[C:16]([C:20]2[CH:21]=[C:22]3[C:26](=[C:27]([C:29]([NH2:31])=[O:30])[CH:28]=2)[NH:25][CH:24]=[C:23]3[CH:32]2[CH2:33][CH2:34][N:35]([S:38]([CH2:41][CH3:42])(=[O:39])=[O:40])[CH2:36][CH2:37]2)[CH:17]=[CH:18][CH:19]=1)(=[O:11])=[O:10]. The yield is 0.290. (2) The reactants are [CH3:1][C:2]1[N:3]([S:15]([C:18]2[CH:23]=[CH:22][CH:21]=[CH:20][CH:19]=2)(=[O:17])=[O:16])[C:4]([C:9]2[CH:14]=[CH:13][CH:12]=[CH:11][CH:10]=2)=[CH:5][C:6]=1[CH:7]=O.[Cl-:24].C[NH3+].[C:27]([BH3-])#[N:28].[Na+]. No catalyst specified. The product is [ClH:24].[CH3:27][NH:28][CH2:7][C:6]1[CH:5]=[C:4]([C:9]2[CH:10]=[CH:11][CH:12]=[CH:13][CH:14]=2)[N:3]([S:15]([C:18]2[CH:23]=[CH:22][CH:21]=[CH:20][CH:19]=2)(=[O:17])=[O:16])[C:2]=1[CH3:1]. The yield is 0.350. (3) The catalyst is ClC1C=CC=CC=1.C(OCC)(=O)C. The reactants are [NH2:1][C:2]1[CH:10]=[CH:9][C:5]([C:6]([OH:8])=O)=[CH:4][N:3]=1.C(N1C=CN=C1)(N1C=CN=C1)=O.[CH3:23][C:24]1[O:28][N:27]=[C:26]([C:29]2[CH:34]=[CH:33][CH:32]=[CH:31][CH:30]=2)[C:25]=1[C:35]([NH:37][NH2:38])=O.P(Cl)(Cl)(Cl)=O.C(=O)([O-])[O-].[Na+].[Na+]. The product is [CH3:23][C:24]1[O:28][N:27]=[C:26]([C:29]2[CH:34]=[CH:33][CH:32]=[CH:31][CH:30]=2)[C:25]=1[C:35]1[O:8][C:6]([C:5]2[CH:9]=[CH:10][C:2]([NH2:1])=[N:3][CH:4]=2)=[N:38][N:37]=1. The yield is 0.0900. (4) The reactants are [C:1]1([C@H:7]2[C@@H:12]([C:13]([O:15]CC)=[O:14])[CH2:11][CH2:10][N:9]([C:18]([O:20][C:21]([CH3:24])([CH3:23])[CH3:22])=[O:19])[CH2:8]2)[CH:6]=[CH:5][CH:4]=[CH:3][CH:2]=1.CC([O-])(C)C.[Na+].[OH-].[Na+].C(O)(=O)CC(CC(O)=O)(C(O)=O)O. The catalyst is C(O)C.O. The product is [C:21]([O:20][C:18]([N:9]1[CH2:10][CH2:11][C@@H:12]([C:13]([OH:15])=[O:14])[C@H:7]([C:1]2[CH:6]=[CH:5][CH:4]=[CH:3][CH:2]=2)[CH2:8]1)=[O:19])([CH3:24])([CH3:22])[CH3:23]. The yield is 0.910. (5) The reactants are Cl[CH:2]([O:6][C:7]([NH:9][CH2:10][C:11]1([CH2:17][C:18]([OH:20])=[O:19])[CH2:16][CH2:15][CH2:14][CH2:13][CH2:12]1)=[O:8])[CH:3]([CH3:5])[CH3:4].N12CCCN=C1CCCCC2.[C:32]([OH:40])(=[O:39])[C:33]1[CH:38]=[CH:37][CH:36]=[N:35][CH:34]=1. The catalyst is CC(C)=O. The product is [C:32]([O:40][CH:2]([O:6][C:7]([NH:9][CH2:10][C:11]1([CH2:17][C:18]([OH:20])=[O:19])[CH2:16][CH2:15][CH2:14][CH2:13][CH2:12]1)=[O:8])[CH:3]([CH3:5])[CH3:4])(=[O:39])[C:33]1[CH:38]=[CH:37][CH:36]=[N:35][CH:34]=1. The yield is 0.140. (6) The reactants are [CH3:1][O:2][C:3]1[CH:4]=[C:5](B(O)O)[CH:6]=[CH:7][CH:8]=1.[NH2:12][C:13]1[CH:18]=[N:17][C:16](Br)=[CH:15][N:14]=1.C(=O)([O-])[O-].[Na+].[Na+].C(COC)OC. The catalyst is Cl[Pd](Cl)([P](C1C=CC=CC=1)(C1C=CC=CC=1)C1C=CC=CC=1)[P](C1C=CC=CC=1)(C1C=CC=CC=1)C1C=CC=CC=1.O. The product is [CH3:1][O:2][C:3]1[CH:4]=[C:5]([C:16]2[N:17]=[CH:18][C:13]([NH2:12])=[N:14][CH:15]=2)[CH:6]=[CH:7][CH:8]=1. The yield is 0.630. (7) The reactants are [C:1]([C:4]1([CH3:17])[CH2:9][CH2:8][N:7]([C:10]([O:12][C:13]([CH3:16])([CH3:15])[CH3:14])=[O:11])[CH2:6][CH2:5]1)(=[O:3])[NH2:2].Br[C:19]1[CH:39]=[CH:38][C:22]([CH2:23][N:24]2[CH2:33][CH2:32][C:31]3[C:26](=[CH:27][CH:28]=[C:29]([C:34]([O:36][CH3:37])=[O:35])[CH:30]=3)[CH2:25]2)=[CH:21][CH:20]=1.CC1(C)C2C(=C(P(C3C=CC=CC=3)C3C=CC=CC=3)C=CC=2)OC2C(P(C3C=CC=CC=3)C3C=CC=CC=3)=CC=CC1=2.C([O-])([O-])=O.[Cs+].[Cs+]. The catalyst is O1CCOCC1.C1C=CC(/C=C/C(/C=C/C2C=CC=CC=2)=O)=CC=1.C1C=CC(/C=C/C(/C=C/C2C=CC=CC=2)=O)=CC=1.C1C=CC(/C=C/C(/C=C/C2C=CC=CC=2)=O)=CC=1.[Pd].[Pd]. The product is [C:13]([O:12][C:10]([N:7]1[CH2:8][CH2:9][C:4]([C:1]([NH:2][C:19]2[CH:39]=[CH:38][C:22]([CH2:23][N:24]3[CH2:33][CH2:32][C:31]4[C:26](=[CH:27][CH:28]=[C:29]([C:34]([O:36][CH3:37])=[O:35])[CH:30]=4)[CH2:25]3)=[CH:21][CH:20]=2)=[O:3])([CH3:17])[CH2:5][CH2:6]1)=[O:11])([CH3:16])([CH3:15])[CH3:14]. The yield is 0.460. (8) The reactants are [C:1]1([CH:7]2[O:12][CH2:11][CH2:10][NH:9][CH2:8]2)[CH:6]=[CH:5][CH:4]=[CH:3][CH:2]=1.[CH2:13]([O:20][C:21]1[CH:26]=[CH:25][C:24](Br)=[CH:23][CH:22]=1)[C:14]1[CH:19]=[CH:18][CH:17]=[CH:16][CH:15]=1. No catalyst specified. The product is [CH2:13]([O:20][C:21]1[CH:26]=[CH:25][C:24]([N:9]2[CH2:10][CH2:11][O:12][CH:7]([C:1]3[CH:2]=[CH:3][CH:4]=[CH:5][CH:6]=3)[CH2:8]2)=[CH:23][CH:22]=1)[C:14]1[CH:19]=[CH:18][CH:17]=[CH:16][CH:15]=1. The yield is 0.800. (9) The reactants are [CH3:1][O:2][C:3]1[CH:28]=[CH:27][C:6]([CH2:7][N:8]2[C:16](=O)[C:15]3[C:10](=[CH:11][CH:12]=[CH:13][C:14]=3[O:18][CH2:19][CH2:20][O:21][CH2:22][CH2:23][O:24][CH3:25])[C:9]2=O)=[CH:5][CH:4]=1.[H-].[Al+3].[Li+].[H-].[H-].[H-].C1COCC1. No catalyst specified. The product is [CH3:1][O:2][C:3]1[CH:4]=[CH:5][C:6]([CH2:7][N:8]2[CH2:16][C:15]3[C:10](=[CH:11][CH:12]=[CH:13][C:14]=3[O:18][CH2:19][CH2:20][O:21][CH2:22][CH2:23][O:24][CH3:25])[CH2:9]2)=[CH:27][CH:28]=1. The yield is 0.970. (10) The reactants are [CH3:1][C:2]1[C:3]([CH2:11][S@:12]([C:14]2[NH:15][C:16]3[CH:22]=[CH:21][CH:20]=[CH:19][C:17]=3[N:18]=2)=[O:13])=[N:4][CH:5]=[CH:6][C:7]=1[N+]([O-])=[O:9].[OH-:23].[K+].O.C1(C)C=CC=CC=1.[F:33][C:34]([F:38])([F:37])[CH2:35][OH:36]. No catalyst specified. The product is [CH3:1][C:2]1[C:3]([CH2:11][S@:12]([C:14]2[NH:15][C:16]3[C:17](=[CH:19][CH:20]=[CH:21][CH:22]=3)[N:18]=2)=[O:13])=[N:4][CH:5]=[CH:6][C:7]=1[O:36][CH2:35][C:34]([F:38])([F:37])[F:33].[CH3:1][C:2]1[C:3]([CH2:11][S@:12]([C:14]2[NH:15][C:16]3[C:17](=[CH:19][CH:20]=[CH:21][CH:22]=3)[N:18]=2)=[O:13])=[N:4][CH:5]=[CH:6][C:7]=1[O:36][CH2:35][C:34]([F:38])([F:37])[F:33].[OH2:9].[OH2:23].[OH2:9]. The yield is 0.900.